From a dataset of Catalyst prediction with 721,799 reactions and 888 catalyst types from USPTO. Predict which catalyst facilitates the given reaction. (1) Reactant: [H-].[Na+].[C:3]1([CH2:9][CH2:10][CH:11]([C:17]([O:19][CH2:20][CH3:21])=[O:18])[C:12]([O:14][CH2:15][CH3:16])=[O:13])[CH:8]=[CH:7][CH:6]=[CH:5][CH:4]=1.Br[CH2:23][C:24]([C:26]1[CH:31]=[CH:30][C:29]([C:32]2[CH:37]=[CH:36][C:35]([N+:38]([O-:40])=[O:39])=[CH:34][CH:33]=2)=[CH:28][C:27]=1[CH3:41])=[O:25].C(OCC)(=O)C. Product: [CH3:41][C:27]1[CH:28]=[C:29]([C:32]2[CH:37]=[CH:36][C:35]([N+:38]([O-:40])=[O:39])=[CH:34][CH:33]=2)[CH:30]=[CH:31][C:26]=1[C:24](=[O:25])[CH2:23][C:11]([CH2:10][CH2:9][C:3]1[CH:4]=[CH:5][CH:6]=[CH:7][CH:8]=1)([C:17]([O:19][CH2:20][CH3:21])=[O:18])[C:12]([O:14][CH2:15][CH3:16])=[O:13]. The catalyst class is: 30. (2) Reactant: Br[C:2]1[N:3]=[C:4]([N:23]2[CH2:28][CH2:27][O:26][CH2:25][CH2:24]2)[S:5][C:6]=1[C:7]1[N:11]2[N:12]=[C:13]([CH3:21])[CH:14]=[C:15]([CH:16]([CH2:19][CH3:20])[CH2:17][CH3:18])[C:10]2=[N:9][C:8]=1[CH3:22].[C:29]([Cu])#[N:30].CN(C=O)C.CCCCCC. Product: [CH2:17]([CH:16]([C:15]1[C:10]2[N:11]([C:7]([C:6]3[S:5][C:4]([N:23]4[CH2:28][CH2:27][O:26][CH2:25][CH2:24]4)=[N:3][C:2]=3[C:29]#[N:30])=[C:8]([CH3:22])[N:9]=2)[N:12]=[C:13]([CH3:21])[CH:14]=1)[CH2:19][CH3:20])[CH3:18]. The catalyst class is: 25.